From a dataset of Retrosynthesis with 50K atom-mapped reactions and 10 reaction types from USPTO. Predict the reactants needed to synthesize the given product. (1) The reactants are: COc1cc([N+](=O)[O-])c(NC(C)=O)cc1F. Given the product COc1cc([N+](=O)[O-])c(N)cc1F, predict the reactants needed to synthesize it. (2) The reactants are: Cc1csc(C2=CCN(CCCC(O)c3ccc(F)cc3)CC2)n1. Given the product Cc1csc(C2=CCN(CCCC(=O)c3ccc(F)cc3)CC2)n1, predict the reactants needed to synthesize it. (3) Given the product COc1cc2c(Nc3nc(-c4ccccc4)cs3)cnc(CNC(=O)OC(C)(C)C)c2cc1OC, predict the reactants needed to synthesize it. The reactants are: COc1cc2c(NC(N)=S)cnc(CNC(=O)OC(C)(C)C)c2cc1OC.O=C(CBr)c1ccccc1. (4) Given the product CC(=O)CCSC(c1cnc(C(N)=O)cc1C)c1c(F)ccc(F)c1F, predict the reactants needed to synthesize it. The reactants are: Cc1cc(C(N)=O)ncc1C(SCCC1(C)OCCO1)c1c(F)ccc(F)c1F. (5) Given the product CCCCC(=O)c1c(-c2ccc3c(Br)c(OCc4nnn[nH]4)ccc3c2)sc2ccccc12, predict the reactants needed to synthesize it. The reactants are: CCCCC(=O)c1c(-c2ccc3c(Br)c(OCC#N)ccc3c2)sc2ccccc12.[N-]=[N+]=[N-].